Dataset: Forward reaction prediction with 1.9M reactions from USPTO patents (1976-2016). Task: Predict the product of the given reaction. (1) Given the reactants [NH2:1][C@@H:2]([CH3:5])[CH2:3][OH:4].[C:6]1(=O)[O:11][C:9](=[O:10])[C:8]2=[CH:12][CH:13]=[CH:14][CH:15]=[C:7]12, predict the reaction product. The product is: [OH:4][CH2:3][C@@H:2]([N:1]1[C:9](=[O:10])[C:8]2[C:7](=[CH:15][CH:14]=[CH:13][CH:12]=2)[C:6]1=[O:11])[CH3:5]. (2) Given the reactants [Cl:1][C:2]1[CH:3]=[CH:4][CH:5]=[C:6]2[C:11]=1[N:10]=[C:9]([CH3:12])[C:8]([CH3:13])=[C:7]2O.P(Cl)(Cl)([Cl:17])=O, predict the reaction product. The product is: [Cl:17][C:7]1[C:6]2[C:11](=[C:2]([Cl:1])[CH:3]=[CH:4][CH:5]=2)[N:10]=[C:9]([CH3:12])[C:8]=1[CH3:13]. (3) The product is: [Si:1]([O:8][C:9]1[CH:10]=[CH:11][C:12]2[CH2:18][C:17]([CH2:33][CH2:34][OH:35])([C:19]3[CH:20]=[CH:21][C:22]([O:25][Si:26]([C:29]([CH3:31])([CH3:30])[CH3:32])([CH3:28])[CH3:27])=[CH:23][CH:24]=3)[CH2:16][CH2:15][CH2:14][C:13]=2[CH:43]=1)([C:4]([CH3:7])([CH3:6])[CH3:5])([CH3:3])[CH3:2]. Given the reactants [Si:1]([O:8][C:9]1[CH:10]=[CH:11][C:12]2[CH2:18][C:17]([CH2:33][CH2:34][O:35][Si](C(C)(C)C)(C)C)([C:19]3[CH:24]=[CH:23][C:22]([O:25][Si:26]([C:29]([CH3:32])([CH3:31])[CH3:30])([CH3:28])[CH3:27])=[CH:21][CH:20]=3)[CH2:16][CH2:15][CH2:14][C:13]=2[CH:43]=1)([C:4]([CH3:7])([CH3:6])[CH3:5])([CH3:3])[CH3:2].O.O.O.O.O.O.O.[Cl-].[Cl-].[Cl-].[Ce+3], predict the reaction product. (4) Given the reactants [Cl:1][C:2]1[CH:3]=[C:4]([C:12]2[O:16][N:15]=[C:14]([C:17]3[CH:22]=[CH:21][C:20]([OH:23])=[CH:19][C:18]=3[CH3:24])[N:13]=2)[CH:5]=[CH:6][C:7]=1[O:8][CH:9]([CH3:11])[CH3:10].Br[CH2:26][CH2:27][CH2:28][CH2:29][C:30]([O:32][CH2:33][CH3:34])=[O:31].C(=O)([O-])[O-].[K+].[K+], predict the reaction product. The product is: [Cl:1][C:2]1[CH:3]=[C:4]([C:12]2[O:16][N:15]=[C:14]([C:17]3[CH:22]=[CH:21][C:20]([O:23][CH2:26][CH2:27][CH2:28][CH2:29][C:30]([O:32][CH2:33][CH3:34])=[O:31])=[CH:19][C:18]=3[CH3:24])[N:13]=2)[CH:5]=[CH:6][C:7]=1[O:8][CH:9]([CH3:10])[CH3:11]. (5) The product is: [Br:3][C:4]1[CH:9]=[C:8]([Cl:10])[CH:7]=[CH:6][C:5]=1[CH2:11][CH2:1][NH2:2]. Given the reactants [CH3:1][NH2:2].[Br:3][C:4]1[CH:9]=[C:8]([Cl:10])[CH:7]=[CH:6][C:5]=1[CH2:11]Br, predict the reaction product.